Task: Binary Classification. Given a miRNA mature sequence and a target amino acid sequence, predict their likelihood of interaction.. Dataset: Experimentally validated miRNA-target interactions with 360,000+ pairs, plus equal number of negative samples (1) The miRNA is mmu-miR-3058-5p with sequence UCAGCCACGGCUUACCUGGAAGA. The protein sequence of the target gene is MARRSAFPAAALWLWSILLCLLALRAEAGPPQEESLYLWIDAHQARVLIGFEEDILIVSEGKMAPFTHDFRKAQQRMPAIPVNIHSMNFTWQAAGQAEYFYEFLSLRSLDKGIMADPTVNVPLLGTVPHKASVVQVGFPCLGKQDGVAAFEVDVIVMNSEGNTILQTPQNAIFFKTCQQAECPGGCRNGGFCNERRICECPDGFHGPHCEKALCTPRCMNGGLCVTPGFCICPPGFYGVNCDKANCSTTCFNGGTCFYPGKCICPPGLEGEQCEISKCPQPCRNGGKCIGKSKCKCSKGY.... Result: 0 (no interaction). (2) The miRNA is hsa-miR-20b-5p with sequence CAAAGUGCUCAUAGUGCAGGUAG. The protein sequence of the target gene is MKTLFEEIKASIKNNYNQDRSFCRPVLPWGGVFTIKAGRKAVSCTPLYVEIRLKNTCTIDGFLMLLYVILNENENFPRELSLHFGREFVDCFLYLMDTYSFTTVKLLWIWDKMEKQQYKSEVHKASLIIDLFGNEHDNFTKNLENLMSTIQESYCSNWRCPTRVQEDQQRTININPPQEIPHGNLIRLAVNELFCSKIELCEEHGCGGLREFSQRIFCHGAPPFVVLNMQHWKSEDLAYVPYYLDLSDHKYLLEGATLFNKEEHHYSAAFQIGGHWMHYDGLRNVNLILLNKPPEFLLLS.... Result: 1 (interaction). (3) The protein sequence of the target gene is MSNVRVSNGSPSLERMDARQAEHPKPSACRNLFGPVDHEELTRDLEKHCRDMEEASQRKWNFDFQNHKPLEGKYEWQEVEKGSLPEFYYRPPRPPKGACKVPAQESQDVSGSRPAAPLIGAPANSEDTHLVDPKTDPSDSQTGLAEQCAGIRKRPATDDSSTQNKRANRTEENVSDGSPNAGSVEQTPKKPGLRRRQT. Result: 0 (no interaction). The miRNA is hsa-miR-622 with sequence ACAGUCUGCUGAGGUUGGAGC. (4) The protein sequence of the target gene is MLLEVLNPRHYNVTSMVSEVVPIASIAILLLTGFLLLVWNYEDTSSIPGPSYFLGIGPLISHCRFLWMGIGSACNYYNKMYGEFMRVWVCGEETLIISKSSSMFHVMKHSHYISRFGSKLGLQFIGMHEKGIIFNNNPALWKAVRPFFTKALSGPGLVRMVTICADSITKHLDRLEEVCNDLGYVDVLTLMRRIMLDTSNILFLGIPLDESAIVVKIQGYFDAWQALLLKPDIFFKISWLCRKYEKSVKDLKDAMEILIEEKRHRISTAEKLEDCIDFATELIFAEKRGELTKENVNQCI.... Result: 0 (no interaction). The miRNA is hsa-miR-4787-3p with sequence GAUGCGCCGCCCACUGCCCCGCGC. (5) The miRNA is hsa-miR-362-5p with sequence AAUCCUUGGAACCUAGGUGUGAGU. The protein sequence of the target gene is MGTALVYHEDMTATRLLWDDPECEIERPERLTAALDRLRQRGLEQRCLRLSAREASEEELGLVHSPEYVSLVRETQVLGKEELQALSGQFDAIYFHPSTFHCARLAAGAGLQLVDAVLTGAVQNGLALVRPPGHHGQRAAANGFCVFNNVAIAAAHAKQKHGLHRILVVDWDVHHGQGIQYLFEDDPSVLYFSWHRYEHGRFWPFLRESDADAVGRGQGLGFTVNLPWNQVGMGNADYVAAFLHLLLPLAFEFDPELVLVSAGFDSAIGDPEGQMQATPECFAHLTQLLQVLAGGRVCAV.... Result: 0 (no interaction). (6) The miRNA is cel-miR-87-3p with sequence GUGAGCAAAGUUUCAGGUGUGC. The protein sequence of the target gene is MGEFNEKKTTCGTVCLKYLLFTYNCCFWLAGLAVMAVGIWTLALKSDYISLLASGTYLATAYILVVAGTVVMVTGVLGCCATFKERRNLLRLYFILLLIIFLLEIIAGILAYAYYQQLNTELKENLKDTMTKRYHQPGHEAVTSAVDQLQQEFHCCGSNNSQDWRDSEWIRSQEAGGRVVPDSCCKTVVALCGQRDHASNIYKVEGGCITKLETFIQEHLRVIGAVGIGIACVQVFGMIFTCCLYRSLKLEHY. Result: 0 (no interaction). (7) The miRNA is mmu-miR-367-3p with sequence AAUUGCACUUUAGCAAUGGUGA. The protein sequence of the target gene is MSAGGSARKSTGRSSYYYRLLRRPRLQRQRSRSRSRTRPARESPQERPGSRRSLPGSLSEKSPSMEPSAATPFRVTGFLSRRLKGSIKRTKSQPKLDRNHSFRHILPGFRSAAAAAADNERSHLMPRLKESRSHESLLSPSSAVEALDLSMEEEVVIKPVHSSILGQDYCFEVTTSSGSKCFSCRSAAERDKWMENLRRAVHPNKDNSRRVEHILKLWVIEAKDLPAKKKYLCELCLDDVLYARTTGKLKTDNVFWGEHFEFHNLPPLRTVTVHLYRETDKKKKKERNSYLGLVSLPAAS.... Result: 0 (no interaction).